This data is from Reaction yield outcomes from USPTO patents with 853,638 reactions. The task is: Predict the reaction yield, written as a fraction of the theoretical maximum amount of product (1.0 means a 100% yield; for example, 0.34 means a 34% yield). (1) The reactants are [CH2:1]([O:3][C:4](=[O:29])[CH2:5][CH2:6][CH2:7][O:8][C:9]1[CH:14]=[CH:13][CH:12]=[C:11]([CH2:15][CH2:16][CH2:17][CH2:18][CH2:19][CH2:20]O)[C:10]=1[CH2:22][CH2:23][C:24]([O:26][CH2:27][CH3:28])=[O:25])[CH3:2].C(Br)(Br)(Br)[Br:31].C1(P(C2C=CC=CC=2)C2C=CC=CC=2)C=CC=CC=1. The catalyst is ClCCl. The product is [CH2:1]([O:3][C:4](=[O:29])[CH2:5][CH2:6][CH2:7][O:8][C:9]1[CH:14]=[CH:13][CH:12]=[C:11]([CH2:15][CH2:16][CH2:17][CH2:18][CH2:19][CH2:20][Br:31])[C:10]=1[CH2:22][CH2:23][C:24]([O:26][CH2:27][CH3:28])=[O:25])[CH3:2]. The yield is 0.875. (2) The reactants are [CH3:1][O:2][C:3]([C:5]1[S:6][C:7]([C:11]2[CH2:16][CH2:15][CH2:14][CH2:13][CH:12]=2)=[CH:8][C:9]=1[NH2:10])=[O:4].[O:17]=[C:18]1[N:26]2[CH:21]([CH2:22][C:23](=O)[CH2:24][CH2:25]2)[CH2:20][CH2:19]1.C([Sn](Cl)(Cl)CCCC)CCC.C1([SiH3])C=CC=CC=1. The catalyst is C1COCC1. The product is [CH3:1][O:2][C:3]([C:5]1[S:6][C:7]([C:11]2[CH2:16][CH2:15][CH2:14][CH2:13][CH:12]=2)=[CH:8][C:9]=1[NH:10][CH:23]1[CH2:22][CH:21]2[N:26]([C:18](=[O:17])[CH2:19][CH2:20]2)[CH2:25][CH2:24]1)=[O:4]. The yield is 0.900.